This data is from Full USPTO retrosynthesis dataset with 1.9M reactions from patents (1976-2016). The task is: Predict the reactants needed to synthesize the given product. (1) The reactants are: C1C=CC(P(C2C=CC=CC=2)C2C=CC=CC=2)=CC=1.N(C(OC(C)C)=O)=NC(OC(C)C)=O.[Br:34][C:35]1[CH:36]=[C:37]([OH:41])[CH:38]=[N:39][CH:40]=1.[C:42]([O:46][C:47]([N:49]1[CH2:54][CH2:53][CH2:52][C@H:51](O)[CH2:50]1)=[O:48])([CH3:45])([CH3:44])[CH3:43]. Given the product [C:42]([O:46][C:47]([N:49]1[CH2:54][CH2:53][CH2:52][C@@H:51]([O:41][C:37]2[CH:38]=[N:39][CH:40]=[C:35]([Br:34])[CH:36]=2)[CH2:50]1)=[O:48])([CH3:45])([CH3:43])[CH3:44], predict the reactants needed to synthesize it. (2) Given the product [NH2:6][C:2]1[S:1][C:5]([C:24]([OH:26])([CH3:25])[CH3:23])=[CH:4][N:3]=1, predict the reactants needed to synthesize it. The reactants are: [S:1]1[CH:5]=[CH:4][N:3]=[C:2]1[NH2:6].C([Li])CCC.CCCCCC.Cl[Si](C)(C)C.[CH3:23][C:24](=[O:26])[CH3:25]. (3) Given the product [Cl:11][C:12]1[CH:13]=[C:14]([C:15]([N:4]2[CH2:5][CH2:6][O:1][C:2]3[CH:10]=[CH:9][N:8]=[CH:7][C:3]2=3)=[O:16])[CH:18]=[CH:19][C:20]=1[O:21][CH3:22], predict the reactants needed to synthesize it. The reactants are: [O:1]1[CH2:6][CH2:5][NH:4][C:3]2[CH:7]=[N:8][CH:9]=[CH:10][C:2]1=2.[Cl:11][C:12]1[CH:13]=[C:14]([CH:18]=[CH:19][C:20]=1[O:21][CH3:22])[C:15](Cl)=[O:16].C(N(CC)CC)C.Cl. (4) Given the product [CH3:1][S:2]([NH:5][C:6]1[CH:7]=[C:8]([CH2:12][NH2:13])[N:9]([CH3:11])[CH:10]=1)(=[O:3])=[O:4], predict the reactants needed to synthesize it. The reactants are: [CH3:1][S:2]([NH:5][C:6]1[CH:7]=[C:8]([C:12]#[N:13])[N:9]([CH3:11])[CH:10]=1)(=[O:4])=[O:3].[H][H].